Dataset: Full USPTO retrosynthesis dataset with 1.9M reactions from patents (1976-2016). Task: Predict the reactants needed to synthesize the given product. (1) Given the product [F:8][C:7]1[C:2]([C:40]2[N:45]=[C:44]([CH3:46])[N:43]=[C:42]([N:47]([CH2:48][C:49]3[CH:50]=[CH:51][C:52]([O:55][CH3:56])=[CH:53][CH:54]=3)[CH2:57][C:58]3[CH:59]=[CH:60][C:61]([O:64][CH3:65])=[CH:62][CH:63]=3)[N:41]=2)=[CH:3][CH:4]=[C:5]([CH2:9][N:10]2[CH2:15][CH2:14][O:13][CH2:12][CH2:11]2)[N:6]=1, predict the reactants needed to synthesize it. The reactants are: Br[C:2]1[CH:3]=[CH:4][C:5]([CH2:9][N:10]2[CH2:15][CH2:14][O:13][CH2:12][CH2:11]2)=[N:6][C:7]=1[F:8].B1(B2OC(C)(C)C(C)(C)O2)OC(C)(C)C(C)(C)O1.C([O-])(=O)C.[K+].Cl[C:40]1[N:45]=[C:44]([CH3:46])[N:43]=[C:42]([N:47]([CH2:57][C:58]2[CH:63]=[CH:62][C:61]([O:64][CH3:65])=[CH:60][CH:59]=2)[CH2:48][C:49]2[CH:54]=[CH:53][C:52]([O:55][CH3:56])=[CH:51][CH:50]=2)[N:41]=1. (2) Given the product [CH3:17][C:15]1([CH3:18])[CH:14]([C:19]2[CH:20]=[CH:21][C:22]([CH3:25])=[CH:23][CH:24]=2)[C:13]2[CH:26]=[C:9]([NH2:8])[C:10]([CH3:28])=[C:11]([CH3:27])[C:12]=2[O:16]1, predict the reactants needed to synthesize it. The reactants are: C([NH:8][C:9]1[C:10]([CH3:28])=[C:11]([CH3:27])[C:12]2[O:16][C:15]([CH3:18])([CH3:17])[CH:14]([C:19]3[CH:24]=[CH:23][C:22]([CH3:25])=[CH:21][CH:20]=3)[C:13]=2[CH:26]=1)C1C=CC=CC=1.Cl.